This data is from Full USPTO retrosynthesis dataset with 1.9M reactions from patents (1976-2016). The task is: Predict the reactants needed to synthesize the given product. (1) The reactants are: [CH3:1][CH2:2][C@@H:3]([CH:28]([CH3:30])[CH3:29])/[CH:4]=[CH:5]/[C@H:6]([C@@H:8]1[C@:25]2([CH3:26])[C@H:11]([C@H:12]3[C@H:22]([CH2:23][CH2:24]2)[C@:20]2([CH3:21])[C:15](=[CH:16][C:17](=[O:27])[CH2:18][CH2:19]2)[CH2:14][CH2:13]3)[CH2:10][CH2:9]1)[CH3:7].CS(N)(=O)=[O:33].[K].C(=O)([O-])[O-].[K+].[K+].S(=O)(=O)(O)[O-].[Na+].[OH2:49]. Given the product [OH:49][C@@H:5]([C@H:6]([C@@H:8]1[C@:25]2([CH3:26])[C@H:11]([C@H:12]3[C@H:22]([CH2:23][CH2:24]2)[C@:20]2([CH3:21])[C:15](=[CH:16][C:17](=[O:27])[CH2:18][CH2:19]2)[CH2:14][CH2:13]3)[CH2:10][CH2:9]1)[CH3:7])[C@@H:4]([OH:33])[C@H:3]([CH:28]([CH3:29])[CH3:30])[CH2:2][CH3:1], predict the reactants needed to synthesize it. (2) Given the product [Cl:1][C:2]1[CH:3]=[C:4]([C:8]2[C:9]3[N:20]([CH2:21][C@H:22]4[CH2:27][CH2:26][C@H:25]([CH3:28])[CH2:24][CH2:23]4)[CH:19]=[C:18]([CH2:29][CH2:30][C:31]4[CH:32]=[N:33][CH:34]=[CH:35][CH:36]=4)[C:10]=3[N:11]=[C:12]([C:14]3[NH:15][C:42](=[O:43])[O:17][N:16]=3)[N:13]=2)[CH:5]=[N:6][CH:7]=1, predict the reactants needed to synthesize it. The reactants are: [Cl:1][C:2]1[CH:3]=[C:4]([C:8]2[C:9]3[N:20]([CH2:21][C@H:22]4[CH2:27][CH2:26][C@H:25]([CH3:28])[CH2:24][CH2:23]4)[CH:19]=[C:18]([CH2:29][CH2:30][C:31]4[CH:32]=[N:33][CH:34]=[CH:35][CH:36]=4)[C:10]=3[N:11]=[C:12]([C:14](=[N:16][OH:17])[NH2:15])[N:13]=2)[CH:5]=[N:6][CH:7]=1.C1N=CN([C:42](N2C=NC=C2)=[O:43])C=1.CCN(C(C)C)C(C)C.